This data is from Full USPTO retrosynthesis dataset with 1.9M reactions from patents (1976-2016). The task is: Predict the reactants needed to synthesize the given product. (1) Given the product [CH2:6]([CH:8]([N:11]1[C:15]2=[N:16][C:20]([CH3:22])=[C:19]([OH:23])[N:17]=[C:14]2[C:13]([CH3:18])=[N:12]1)[CH2:9][CH3:10])[CH3:7], predict the reactants needed to synthesize it. The reactants are: S(O)(O)(=O)=O.[CH2:6]([CH:8]([N:11]1[C:15]([NH2:16])=[C:14]([NH2:17])[C:13]([CH3:18])=[N:12]1)[CH2:9][CH3:10])[CH3:7].[C:19](O)(=[O:23])[C:20]([CH3:22])=O.CCN=C=NCCCN(C)C.Cl. (2) Given the product [CH2:32]([O:34][C:35](=[O:38])[CH2:36][NH:37][C:2]1[CH:3]=[CH:4][C:5]2[C:10](=[N:9][CH:8]=[CH:7][C:6]=2[NH:12][C:13]2[CH:18]=[C:17]([CH3:19])[CH:16]=[CH:15][C:14]=2[S:20][C:21]2[CH:22]=[CH:23][C:24]([NH:27][C:28](=[O:30])[CH3:29])=[CH:25][CH:26]=2)[N:11]=1)[CH3:33], predict the reactants needed to synthesize it. The reactants are: Cl[C:2]1[N:11]=[C:10]2[C:5]([C:6]([NH:12][C:13]3[CH:18]=[C:17]([CH3:19])[CH:16]=[CH:15][C:14]=3[S:20][C:21]3[CH:26]=[CH:25][C:24]([NH:27][C:28](=[O:30])[CH3:29])=[CH:23][CH:22]=3)=[CH:7][CH:8]=[N:9]2)=[CH:4][CH:3]=1.Cl.[CH2:32]([O:34][C:35](=[O:38])[CH2:36][NH2:37])[CH3:33]. (3) Given the product [Cl:24][C:25]1[CH:33]=[CH:32][C:28]([C:29]([NH:15][C:16]2[CH:23]=[CH:22][C:19]([CH2:20][NH:21][C:6]3[C:5]4[C:10](=[CH:11][CH:12]=[C:3]([O:2][CH3:1])[CH:4]=4)[N:9]=[C:8]([NH:35][CH3:34])[N:7]=3)=[CH:18][CH:17]=2)=[O:30])=[CH:27][CH:26]=1, predict the reactants needed to synthesize it. The reactants are: [CH3:1][O:2][C:3]1[CH:4]=[C:5]2[C:10](=[CH:11][CH:12]=1)[N:9]=[C:8](Cl)[N:7]=[C:6]2Cl.[NH2:15][C:16]1[CH:23]=[CH:22][C:19]([CH2:20][NH2:21])=[CH:18][CH:17]=1.[Cl:24][C:25]1[CH:33]=[CH:32][C:28]([C:29](Cl)=[O:30])=[CH:27][CH:26]=1.[CH3:34][NH2:35]. (4) Given the product [C:34]([C:31]1[CH:30]=[CH:29][C:28]([O:27][CH2:26][CH2:25][N:20]([CH2:19][CH2:18][N:13]2[CH2:14][CH:15]3[O:17][CH:11]([CH2:10][NH:9][CH2:16]3)[CH2:12]2)[S:21]([CH3:24])(=[O:23])=[O:22])=[CH:33][CH:32]=1)#[N:35], predict the reactants needed to synthesize it. The reactants are: Cl.C(OC([N:9]1[CH2:16][CH:15]2[O:17][CH:11]([CH2:12][N:13]([CH2:18][CH2:19][N:20]([CH2:25][CH2:26][O:27][C:28]3[CH:33]=[CH:32][C:31]([C:34]#[N:35])=[CH:30][CH:29]=3)[S:21]([CH3:24])(=[O:23])=[O:22])[CH2:14]2)[CH2:10]1)=O)(C)(C)C.